Dataset: Reaction yield outcomes from USPTO patents with 853,638 reactions. Task: Predict the reaction yield, written as a fraction of the theoretical maximum amount of product (1.0 means a 100% yield; for example, 0.34 means a 34% yield). The reactants are [O:1]1[CH2:6][CH2:5][CH2:4][CH2:3][CH:2]1[N:7]1[CH:11]=[C:10]([C:12]2[CH:13]=[C:14]3[C:18](=[CH:19][CH:20]=2)[N:17]([CH2:21][CH:22]2[CH2:26][N:25](C(OCC4C=CC=CC=4)=O)[CH2:24][CH2:23]2)[CH:16]=[CH:15]3)[CH:9]=[N:8]1.CO.ClCCl. The catalyst is CCO.[Pd]. The product is [NH:25]1[CH2:24][CH2:23][CH:22]([CH2:21][N:17]2[C:18]3[C:14](=[CH:13][C:12]([C:10]4[CH:9]=[N:8][N:7]([CH:2]5[CH2:3][CH2:4][CH2:5][CH2:6][O:1]5)[CH:11]=4)=[CH:20][CH:19]=3)[CH:15]=[CH:16]2)[CH2:26]1. The yield is 0.550.